This data is from Full USPTO retrosynthesis dataset with 1.9M reactions from patents (1976-2016). The task is: Predict the reactants needed to synthesize the given product. (1) Given the product [CH2:32]1[C:33]2[C:38](=[CH:37][CH:36]=[CH:35][CH:34]=2)[CH2:30][CH:31]1[C@H:39]1[NH:43][C:44](=[O:46])[C@@H:17]([CH:16]([CH2:19][CH3:20])[CH2:14][CH3:15])[N:1]([CH2:2][C:3]2[CH:8]=[CH:7][CH:6]=[C:5]([CH2:9][N:10]([CH2:11][CH3:12])[CH3:13])[CH:4]=2)[C:40]1=[O:42], predict the reactants needed to synthesize it. The reactants are: [NH2:1][CH2:2][C:3]1[CH:4]=[C:5]([CH2:9][N:10]([CH3:13])[CH2:11][CH3:12])[CH:6]=[CH:7][CH:8]=1.[CH2:14]([CH:16]([CH2:19][CH3:20])[CH:17]=O)[CH3:15].C(N(C(C)C)CC)(C)C.[CH2:30]1[C:38]2[C:33](=[CH:34][CH:35]=[CH:36][CH:37]=2)[CH2:32][CH:31]1[C@@H:39]([NH:43][C:44]([O:46]C(C)(C)C)=O)[C:40]([OH:42])=O.CC([Si](C)(C)OC1C=CC=CC=1[N+]#[C-])(C)C.C(Cl)(=O)C. (2) The reactants are: C(Cl)C[Cl:3].[NH2:5][C:6]1[N:11]=[CH:10][C:9]([CH:12]=[CH:13][C:14]([OH:16])=O)=[CH:8][CH:7]=1.[CH2:17]([O:19][C:20]1[C:28]([O:29][CH3:30])=[CH:27][CH:26]=[CH:25][C:21]=1[CH2:22]CN)[CH3:18].C1C=CC2N(O)N=[N:37][C:35]=2C=1.O.CCN(C(C)C)C(C)C.Cl. Given the product [ClH:3].[NH2:5][C:6]1[N:11]=[CH:10][C:9](/[CH:12]=[CH:13]/[C:14]([N:37]([CH2:22][C:21]2[CH:25]=[CH:26][CH:27]=[C:28]([O:29][CH3:30])[C:20]=2[O:19][CH2:17][CH3:18])[CH3:35])=[O:16])=[CH:8][CH:7]=1, predict the reactants needed to synthesize it. (3) Given the product [CH3:1][Si:2]([CH3:23])([CH3:22])[CH2:3][CH2:4][O:5][C:6]([N:8]1[CH2:13][CH:12]=[C:11]([C:30]2[CH:29]=[CH:28][CH:27]=[C:26]([C:24]#[N:25])[CH:31]=2)[CH2:10][CH2:9]1)=[O:7], predict the reactants needed to synthesize it. The reactants are: [CH3:1][Si:2]([CH3:23])([CH3:22])[CH2:3][CH2:4][O:5][C:6]([N:8]1[CH2:13][CH:12]=[CH:11][CH2:10][CH:9]1OS(C(F)(F)F)(=O)=O)=[O:7].[C:24]([C:26]1[CH:27]=[C:28](B(O)O)[CH:29]=[CH:30][CH:31]=1)#[N:25].C([O-])([O-])=O.[Na+].[Na+].[Li+].[Cl-]. (4) Given the product [N:1]1[CH:6]=[CH:5][CH:4]=[CH:3][C:2]=1[C@H:7]1[CH2:11][CH2:10][C@H:9]([N:17]2[C:16](=[O:18])[C:15]3=[CH:19][CH:20]=[CH:21][CH:22]=[C:14]3[C:13]2=[O:23])[CH2:8]1, predict the reactants needed to synthesize it. The reactants are: [N:1]1[CH:6]=[CH:5][CH:4]=[CH:3][C:2]=1[C@@H:7]1[CH2:11][CH2:10][C@H:9](O)[CH2:8]1.[C:13]1(=[O:23])[NH:17][C:16](=[O:18])[C:15]2=[CH:19][CH:20]=[CH:21][CH:22]=[C:14]12.CCOC(/N=N/C(OCC)=O)=O.C1(P(C2C=CC=CC=2)C2C=CC=CC=2)C=CC=CC=1. (5) Given the product [CH:13]1([NH:12][C:4]2[N:3]=[CH:2][N:7]=[C:6]([C:8]([OH:10])=[O:9])[CH:5]=2)[CH2:14][CH2:15][CH2:16][CH2:17][CH2:18]1, predict the reactants needed to synthesize it. The reactants are: Cl[C:2]1[N:7]=[C:6]([C:8]([O:10]C)=[O:9])[CH:5]=[C:4]([NH:12][CH:13]2[CH2:18][CH2:17][CH2:16][CH2:15][CH2:14]2)[N:3]=1.C(N(CC)CC)C.C1(NC2N=CN=C(C(OC)=O)C=2)CCCCC1.C1(NC2N=CN=C(C(OCC)=O)C=2)CCCCC1.[OH-].[Li+]. (6) Given the product [C:14]12([CH2:24][C:25]([NH:1][N:2]3[C:11](=[O:12])[C:10]4[C:5](=[CH:6][CH:7]=[CH:8][CH:9]=4)[NH:4][C:3]3=[O:13])=[O:26])[CH2:21][CH:20]3[CH2:19][CH:18]([CH2:17][CH:16]([CH2:22]3)[CH2:15]1)[CH2:23]2, predict the reactants needed to synthesize it. The reactants are: [NH2:1][N:2]1[C:11](=[O:12])[C:10]2[C:5](=[CH:6][CH:7]=[CH:8][CH:9]=2)[NH:4][C:3]1=[O:13].[C:14]12([CH2:24][C:25](Cl)=[O:26])[CH2:23][CH:18]3[CH2:19][CH:20]([CH2:22][CH:16]([CH2:17]3)[CH2:15]1)[CH2:21]2.